From a dataset of Forward reaction prediction with 1.9M reactions from USPTO patents (1976-2016). Predict the product of the given reaction. (1) Given the reactants [CH3:1][NH:2][C:3]1[CH:8]=[CH:7][CH:6]=[CH:5][CH:4]=1.[F:9][C:10]1[CH:15]=[CH:14][CH:13]=[CH:12][C:11]=1[CH:16]1[O:18][CH:17]1[CH2:19][OH:20], predict the reaction product. The product is: [F:9][C:10]1[CH:15]=[CH:14][CH:13]=[CH:12][C:11]=1[CH:16]([N:2]([CH3:1])[C:3]1[CH:8]=[CH:7][CH:6]=[CH:5][CH:4]=1)[CH:17]([OH:18])[CH2:19][OH:20]. (2) Given the reactants Cl[CH2:2][CH:3]=O.[NH2:5][CH2:6][CH2:7][NH:8][CH2:9][CH2:10][NH2:11].C([O-])([O-])=O.[K+].[K+], predict the reaction product. The product is: [NH:8]1[CH:9]2[CH2:10][NH:11][CH2:2][CH2:3][N:5]2[CH2:6][CH2:7]1. (3) The product is: [C:40]([NH:1][C:2]1[C:3]2[N:4]([CH:28]=[CH:29][N:30]=2)[CH:5]=[C:6]([C:8]2[C:9]([CH3:27])=[C:10]([NH:14][C:15](=[O:26])[C:16]3[CH:21]=[CH:20][C:19]([C:22]([CH3:25])([CH3:23])[CH3:24])=[CH:18][CH:17]=3)[CH:11]=[CH:12][CH:13]=2)[CH:7]=1)(=[O:42])[CH3:41]. Given the reactants [NH2:1][C:2]1[C:3]2[N:4]([CH:28]=[CH:29][N:30]=2)[CH:5]=[C:6]([C:8]2[C:9]([CH3:27])=[C:10]([NH:14][C:15](=[O:26])[C:16]3[CH:21]=[CH:20][C:19]([C:22]([CH3:25])([CH3:24])[CH3:23])=[CH:18][CH:17]=3)[CH:11]=[CH:12][CH:13]=2)[CH:7]=1.C(N(C(C)C)CC)(C)C.[C:40](Cl)(=[O:42])[CH3:41], predict the reaction product. (4) Given the reactants [CH3:1][O:2][C:3]1[CH:8]=[CH:7][C:6]([C:9]([C:27]2[CH:32]=[CH:31][C:30]([O:33][CH3:34])=[CH:29][CH:28]=2)([C:21]2[CH:26]=[CH:25][CH:24]=[CH:23][CH:22]=2)[O:10][CH2:11][C:12]2[CH:13]=[C:14]([CH2:19][OH:20])[CH:15]=[C:16](Br)[CH:17]=2)=[CH:5][CH:4]=1.C(O[C:36]1[CH:41]=[C:40](B(O)O)[CH:39]=[CH:38][CH:37]=1)[C:36]1[CH:41]=[CH:40][CH:39]=[CH:38][CH:37]=1.C([O-])([O-])=O.[Na+].[Na+], predict the reaction product. The product is: [CH3:1][O:2][C:3]1[CH:8]=[CH:7][C:6]([C:9]([C:27]2[CH:32]=[CH:31][C:30]([O:33][CH3:34])=[CH:29][CH:28]=2)([C:21]2[CH:26]=[CH:25][CH:24]=[CH:23][CH:22]=2)[O:10][CH2:11][C:12]2[CH:13]=[C:14]([CH2:19][OH:20])[CH:15]=[C:16]([C:36]3[CH:41]=[CH:40][CH:39]=[CH:38][CH:37]=3)[CH:17]=2)=[CH:5][CH:4]=1. (5) Given the reactants I[C:2]1[C:10]2[CH:9]=[N:8][CH:7]=[N:6][C:5]=2[N:4]([Si](C(C)C)(C(C)C)C(C)C)[CH:3]=1.C(OC(=O)[N:27]([C:37]1[CH:42]=[CH:41][C:40]([CH:43]=[O:44])=[C:39]([CH3:45])[N:38]=1)[CH2:28][C:29]1[CH:30]=[N:31][C:32]([O:35][CH3:36])=[CH:33][CH:34]=1)(C)(C)C, predict the reaction product. The product is: [CH3:36][O:35][C:32]1[N:31]=[CH:30][C:29]([CH2:28][NH:27][C:37]2[N:38]=[C:39]([CH3:45])[C:40]([C:43]([C:2]3[C:10]4[CH:9]=[N:8][CH:7]=[N:6][C:5]=4[NH:4][CH:3]=3)=[O:44])=[CH:41][CH:42]=2)=[CH:34][CH:33]=1. (6) Given the reactants [OH:1][CH2:2][C:3]1[C:11]([OH:12])=[CH:10][CH:9]=[C:8]2[C:4]=1[CH:5]=[CH:6][N:7]2[S:13]([C:16]1[CH:21]=[CH:20][CH:19]=[CH:18][CH:17]=1)(=[O:15])=[O:14], predict the reaction product. The product is: [OH:12][C:11]1[CH:10]=[CH:9][C:8]2[N:7]([S:13]([C:16]3[CH:21]=[CH:20][CH:19]=[CH:18][CH:17]=3)(=[O:15])=[O:14])[CH:6]=[CH:5][C:4]=2[C:3]=1[CH:2]=[O:1]. (7) Given the reactants [CH:1](=[C:8]1[CH2:12][N:11]([C:13]([O:15]C(C)(C)C)=O)[C@H:10]([C:20]([OH:22])=O)[CH2:9]1)[C:2]1[CH:7]=[CH:6][CH:5]=[CH:4][CH:3]=1.[CH3:23][N:24]([CH3:31])[CH2:25][CH2:26][CH2:27]C(Cl)=O.[N:32]1[C:41]2[C:36](=[CH:37][C:38]([NH2:42])=[CH:39][CH:40]=2)[CH:35]=[CH:34][CH:33]=1, predict the reaction product. The product is: [CH:1](=[C:8]1[CH2:12][N:11]([C:13](=[O:15])[CH2:27][CH2:26][CH2:25][N:24]([CH3:31])[CH3:23])[C@H:10]([C:20]([NH:42][C:38]2[CH:37]=[C:36]3[C:41](=[CH:40][CH:39]=2)[N:32]=[CH:33][CH:34]=[CH:35]3)=[O:22])[CH2:9]1)[C:2]1[CH:3]=[CH:4][CH:5]=[CH:6][CH:7]=1. (8) The product is: [CH:21]1([C:19]([N:16]2[CH2:17][CH2:18][C@@H:14]([CH2:13][C:12]3[N:8]([C:5]4[CH:6]=[CH:7][C:2]([C:32]5[CH:33]=[C:34]6[C:29]([CH:28]=[CH:27][NH:26]6)=[CH:30][CH:31]=5)=[CH:3][C:4]=4[CH3:25])[C:9](=[O:24])[NH:10][N:11]=3)[CH2:15]2)=[O:20])[CH2:23][CH2:22]1. Given the reactants Br[C:2]1[CH:7]=[CH:6][C:5]([N:8]2[C:12]([CH2:13][C@@H:14]3[CH2:18][CH2:17][N:16]([C:19]([CH:21]4[CH2:23][CH2:22]4)=[O:20])[CH2:15]3)=[N:11][NH:10][C:9]2=[O:24])=[C:4]([CH3:25])[CH:3]=1.[NH:26]1[C:34]2[C:29](=[CH:30][CH:31]=[C:32](B(O)O)[CH:33]=2)[CH:28]=[CH:27]1.C([O-])([O-])=O.[K+].[K+].O1CCOCC1, predict the reaction product. (9) Given the reactants Cl[C:2]1[C:3]2[C:12]([C:13]#[N:14])=[CH:11][N:10]([CH2:15][O:16][CH2:17][CH2:18][Si:19]([CH3:22])([CH3:21])[CH3:20])[C:4]=2[N:5]=[C:6]([S:8][CH3:9])[N:7]=1.[C:23]1(B(O)O)[CH:28]=[CH:27][CH:26]=[CH:25][CH:24]=1.C([O-])(O)=O.[Na+], predict the reaction product. The product is: [CH3:9][S:8][C:6]1[N:7]=[C:2]([C:23]2[CH:28]=[CH:27][CH:26]=[CH:25][CH:24]=2)[C:3]2[C:12]([C:13]#[N:14])=[CH:11][N:10]([CH2:15][O:16][CH2:17][CH2:18][Si:19]([CH3:22])([CH3:21])[CH3:20])[C:4]=2[N:5]=1. (10) Given the reactants [F:1][C:2]1[CH:7]=[CH:6][C:5]([C:8]2[N:12]([C:13]3[CH:18]=[CH:17][C:16]([S:19]([CH3:22])(=[O:21])=[O:20])=[CH:15][CH:14]=3)[CH:11]=[N:10][CH:9]=2)=[CH:4][CH:3]=1.[Cl:23]N1C(=O)CCC1=O, predict the reaction product. The product is: [Cl:23][C:9]1[N:10]=[CH:11][N:12]([C:13]2[CH:18]=[CH:17][C:16]([S:19]([CH3:22])(=[O:20])=[O:21])=[CH:15][CH:14]=2)[C:8]=1[C:5]1[CH:4]=[CH:3][C:2]([F:1])=[CH:7][CH:6]=1.